From a dataset of Forward reaction prediction with 1.9M reactions from USPTO patents (1976-2016). Predict the product of the given reaction. (1) Given the reactants [C:1]([O:5][C:6](=[O:19])[NH:7][C@H:8]([CH2:17][OH:18])[CH2:9][C:10]1[CH:15]=[CH:14][C:13]([OH:16])=[CH:12][CH:11]=1)([CH3:4])([CH3:3])[CH3:2].Cl[C:21]1[C:26]([N+:27]([O-:29])=[O:28])=[CH:25][CH:24]=[CH:23][N:22]=1.C(=O)([O-])[O-].[K+].[K+].CN(C)C=O, predict the reaction product. The product is: [C:1]([O:5][C:6](=[O:19])[NH:7][C@H:8]([CH2:17][OH:18])[CH2:9][C:10]1[CH:11]=[CH:12][C:13]([O:16][C:21]2[C:26]([N+:27]([O-:29])=[O:28])=[CH:25][CH:24]=[CH:23][N:22]=2)=[CH:14][CH:15]=1)([CH3:3])([CH3:2])[CH3:4]. (2) Given the reactants [N+:1]1([O-:8])[C:2]([CH3:7])=[CH:3][CH:4]=[CH:5][CH:6]=1.C([O-])(C)(C)C.[K+].[Cl:15][C:16]1[CH:17]=[C:18]([CH:21]=[CH:22][C:23]=1[Cl:24])[CH:19]=O, predict the reaction product. The product is: [Cl:15][C:16]1[CH:17]=[C:18]([CH:19]=[CH:7][C:2]2[CH:3]=[CH:4][CH:5]=[CH:6][N+:1]=2[O-:8])[CH:21]=[CH:22][C:23]=1[Cl:24]. (3) Given the reactants C(N(CC)C(C)C)(C)C.[CH3:10][O:11][C:12]1[CH:13]=[C:14]([CH:18]([OH:22])[CH2:19][NH:20][CH3:21])[CH:15]=[CH:16][CH:17]=1.[Cl:23][C:24]1[CH:46]=[CH:45][C:27]([CH2:28][NH:29][C:30]([C:32]2[C:33](=[O:44])[C:34]3[CH:41]=[C:40]([CH2:42]Cl)[O:39][C:35]=3[N:36]([CH3:38])[CH:37]=2)=[O:31])=[CH:26][CH:25]=1.O, predict the reaction product. The product is: [Cl:23][C:24]1[CH:46]=[CH:45][C:27]([CH2:28][NH:29][C:30]([C:32]2[C:33](=[O:44])[C:34]3[CH:41]=[C:40]([CH2:42][N:20]([CH2:19][CH:18]([OH:22])[C:14]4[CH:15]=[CH:16][CH:17]=[C:12]([O:11][CH3:10])[CH:13]=4)[CH3:21])[O:39][C:35]=3[N:36]([CH3:38])[CH:37]=2)=[O:31])=[CH:26][CH:25]=1. (4) Given the reactants [NH2:1][C:2]1[CH:7]=[CH:6][C:5]([Cl:8])=[CH:4][C:3]=1[CH:9]([C:11]1[CH:16]=[CH:15][CH:14]=[C:13]([O:17][C:18]([F:21])([F:20])[F:19])[C:12]=1[O:22][CH3:23])[OH:10].[CH3:24][O:25][C:26]1[CH:33]=[C:32]([O:34][CH3:35])[CH:31]=[CH:30][C:27]=1[CH:28]=O.[BH4-].[Na+], predict the reaction product. The product is: [Cl:8][C:5]1[CH:6]=[CH:7][C:2]([NH:1][CH2:28][C:27]2[CH:30]=[CH:31][C:32]([O:34][CH3:35])=[CH:33][C:26]=2[O:25][CH3:24])=[C:3]([CH:9]([C:11]2[CH:16]=[CH:15][CH:14]=[C:13]([O:17][C:18]([F:19])([F:20])[F:21])[C:12]=2[O:22][CH3:23])[OH:10])[CH:4]=1. (5) Given the reactants [CH3:1][O:2][C:3]1[CH:4]=[C:5]2[C:10](=[CH:11][C:12]=1[O:13][CH2:14][C@H:15]1[CH2:17][O:16]1)[N:9]=[CH:8][N:7]=[C:6]2[O:18][C:19]1[CH:20]=[C:21]2[C:25](=[CH:26][CH:27]=1)[NH:24][C:23]([CH3:28])=[CH:22]2.[NH:29]1[CH2:33][CH2:32][CH2:31][CH2:30]1, predict the reaction product. The product is: [OH:16][C@H:15]([CH2:17][N:29]1[CH2:33][CH2:32][CH2:31][CH2:30]1)[CH2:14][O:13][C:12]1[CH:11]=[C:10]2[C:5]([C:6]([O:18][C:19]3[CH:20]=[C:21]4[C:25](=[CH:26][CH:27]=3)[NH:24][C:23]([CH3:28])=[CH:22]4)=[N:7][CH:8]=[N:9]2)=[CH:4][C:3]=1[O:2][CH3:1]. (6) Given the reactants [OH:1][C:2]1[CH:11]=[C:10]2[C:5]([CH2:6][C@H:7]([C:12]([NH:14][C@H:15]([CH2:19][N:20]3[CH2:25][CH2:24][C@:23]([C:27]4[CH:32]=[CH:31][CH:30]=[C:29]([OH:33])[CH:28]=4)([CH3:26])[C@@H:22]([CH3:34])[CH2:21]3)[CH:16]([CH3:18])[CH3:17])=[O:13])[NH:8][CH2:9]2)=[CH:4][CH:3]=1.[CH3:35][N:36]([CH3:41])[CH2:37][C:38](O)=[O:39], predict the reaction product. The product is: [CH3:35][N:36]([CH3:41])[CH2:37][C:38]([N:8]1[C@@H:7]([C:12]([NH:14][C@H:15]([CH2:19][N:20]2[CH2:25][CH2:24][C@:23]([C:27]3[CH:32]=[CH:31][CH:30]=[C:29]([OH:33])[CH:28]=3)([CH3:26])[C@@H:22]([CH3:34])[CH2:21]2)[CH:16]([CH3:18])[CH3:17])=[O:13])[CH2:6][C:5]2[C:10](=[CH:11][C:2]([OH:1])=[CH:3][CH:4]=2)[CH2:9]1)=[O:39].